From a dataset of Forward reaction prediction with 1.9M reactions from USPTO patents (1976-2016). Predict the product of the given reaction. (1) Given the reactants [Cl:1][C:2]1[C:3]([NH:21][NH:22][C:23](=O)[CH2:24][CH:25]2[CH2:27][CH2:26]2)=[N:4][CH:5]=[N:6][C:7]=1[N:8]1[CH2:13][CH2:12][CH:11]([C:14]2[CH:19]=[CH:18][CH:17]=[CH:16][C:15]=2[F:20])[CH2:10][CH2:9]1.C1(P(C2C=CC=CC=2)C2C=CC=CC=2)C=CC=CC=1.N([Si](C)(C)C)=[N+]=[N-].CCOC(/N=N/C(OCC)=O)=O.C1(C)C=CC=CC=1, predict the reaction product. The product is: [Cl:1][C:2]1[C:3]2[N:4]([C:23]([CH2:24][CH:25]3[CH2:27][CH2:26]3)=[N:22][N:21]=2)[CH:5]=[N:6][C:7]=1[N:8]1[CH2:13][CH2:12][CH:11]([C:14]2[CH:19]=[CH:18][CH:17]=[CH:16][C:15]=2[F:20])[CH2:10][CH2:9]1. (2) Given the reactants [OH:1][CH:2]1[CH:7]([C:8]2[CH:13]=[CH:12][C:11]([O:14][CH2:15][CH2:16][CH2:17][O:18][CH2:19][C:20]3[CH:25]=[CH:24][CH:23]=[CH:22][C:21]=3[O:26][CH3:27])=[CH:10][CH:9]=2)[CH2:6][CH2:5][N:4]([C:28]([O:30][C:31]([CH3:34])([CH3:33])[CH3:32])=[O:29])[CH2:3]1.Br[CH:36]([CH3:42])[C:37]([O:39][CH2:40][CH3:41])=[O:38], predict the reaction product. The product is: [CH2:40]([O:39][C:37]([CH:36]([O:1][CH:2]1[CH:7]([C:8]2[CH:13]=[CH:12][C:11]([O:14][CH2:15][CH2:16][CH2:17][O:18][CH2:19][C:20]3[CH:25]=[CH:24][CH:23]=[CH:22][C:21]=3[O:26][CH3:27])=[CH:10][CH:9]=2)[CH2:6][CH2:5][N:4]([C:28]([O:30][C:31]([CH3:34])([CH3:33])[CH3:32])=[O:29])[CH2:3]1)[CH3:42])=[O:38])[CH3:41]. (3) Given the reactants [NH2:1][C:2]1[C:7]([C:8]([F:11])([F:10])[F:9])=[CH:6][C:5]([Br:12])=[CH:4][C:3]=1[NH:13][C:14]([C:16]1[N:17]=[C:18]([C:22]([CH3:25])([CH3:24])[CH3:23])[O:19][C:20]=1[CH3:21])=O.C1(C)C=CC=CC=1, predict the reaction product. The product is: [Br:12][C:5]1[CH:6]=[C:7]([C:8]([F:11])([F:10])[F:9])[C:2]2[NH:1][C:14]([C:16]3[N:17]=[C:18]([C:22]([CH3:25])([CH3:24])[CH3:23])[O:19][C:20]=3[CH3:21])=[N:13][C:3]=2[CH:4]=1. (4) Given the reactants C[O:2][C:3](=[O:19])[C:4]1[C:9]([NH:10][CH2:11][C:12]2[CH:17]=[CH:16][CH:15]=[CH:14][CH:13]=2)=[CH:8][C:7](Cl)=[N:6][CH:5]=1.[CH3:20][O-:21].[Na+], predict the reaction product. The product is: [CH2:11]([NH:10][C:9]1[C:4]([C:3]([OH:2])=[O:19])=[CH:5][N:6]=[C:7]([O:21][CH3:20])[CH:8]=1)[C:12]1[CH:17]=[CH:16][CH:15]=[CH:14][CH:13]=1. (5) Given the reactants [O:1]=[C:2]1[C:7]2[NH:8][C:9]3[CH:10]=[CH:11][CH:12]=[CH:13][C:14]=3[C:6]=2[N:5]=[C:4]([S:15][CH2:16][C:17]([OH:19])=O)[N:3]1[C:20]1[CH:25]=[CH:24][CH:23]=[CH:22][CH:21]=1.[NH2:26][C:27]1[S:28][CH:29]=[CH:30][N:31]=1.C(N(CC)CC)C.CN(C(ON1N=NC2C=CC=NC1=2)=[N+](C)C)C.F[P-](F)(F)(F)(F)F, predict the reaction product. The product is: [O:1]=[C:2]1[C:7]2[NH:8][C:9]3[CH:10]=[CH:11][CH:12]=[CH:13][C:14]=3[C:6]=2[N:5]=[C:4]([S:15][CH2:16][C:17]([NH:26][C:27]2[S:28][CH:29]=[CH:30][N:31]=2)=[O:19])[N:3]1[C:20]1[CH:21]=[CH:22][CH:23]=[CH:24][CH:25]=1.